This data is from Catalyst prediction with 721,799 reactions and 888 catalyst types from USPTO. The task is: Predict which catalyst facilitates the given reaction. (1) Reactant: [NH2:1][C:2]1[C:3]([NH:12][CH2:13][C:14]2[CH:19]=[CH:18][C:17]([C:20]3[CH:25]=[CH:24][CH:23]=[CH:22][C:21]=3[C:26]#[N:27])=[CH:16][CH:15]=2)=[C:4]([CH:9]=[CH:10][CH:11]=1)[C:5]([O:7][CH3:8])=[O:6].C(N(CC)CC)C.[CH:35]1([C:38](Cl)=O)[CH2:37][CH2:36]1.O. Product: [C:26]([C:21]1[CH:22]=[CH:23][CH:24]=[CH:25][C:20]=1[C:17]1[CH:18]=[CH:19][C:14]([CH2:13][N:12]2[C:3]3[C:4]([C:5]([O:7][CH3:8])=[O:6])=[CH:9][CH:10]=[CH:11][C:2]=3[N:1]=[C:38]2[CH:35]2[CH2:37][CH2:36]2)=[CH:15][CH:16]=1)#[N:27]. The catalyst class is: 13. (2) Reactant: [NH2:1][C:2]1[CH:3]=[C:4]([O:16][CH2:17][CH2:18][O:19][CH3:20])[CH:5]=[C:6]2[C:10]=1[NH:9][C:8]([C:11]([O:13][CH2:14][CH3:15])=[O:12])=[CH:7]2.[S:21]1[CH:25]=[CH:24][CH:23]=[C:22]1[S:26](Cl)(=[O:28])=[O:27]. Product: [CH3:20][O:19][CH2:18][CH2:17][O:16][C:4]1[CH:5]=[C:6]2[C:10](=[C:2]([NH:1][S:26]([C:22]3[S:21][CH:25]=[CH:24][CH:23]=3)(=[O:28])=[O:27])[CH:3]=1)[NH:9][C:8]([C:11]([O:13][CH2:14][CH3:15])=[O:12])=[CH:7]2. The catalyst class is: 17. (3) Reactant: C(=O)([O-])[O-].[Na+].[Na+].Br[C:8]1[C:13]2=[N:14][S:15](=[O:19])(=[O:18])[CH2:16][CH2:17][N:12]2[CH:11]=[CH:10][CH:9]=1.[C:20]1([C:29]2[CH:34]=[CH:33][CH:32]=[CH:31][CH:30]=2)[CH:25]=[CH:24][C:23](B(O)O)=[CH:22][CH:21]=1.O. Product: [C:20]1([C:29]2[CH:30]=[CH:31][CH:32]=[CH:33][CH:34]=2)[CH:25]=[CH:24][C:23]([C:8]2[C:13]3=[N:14][S:15](=[O:19])(=[O:18])[CH2:16][CH2:17][N:12]3[CH:11]=[CH:10][CH:9]=2)=[CH:22][CH:21]=1. The catalyst class is: 104. (4) Reactant: Br[C:2]1[CH:7]=[CH:6][C:5](/[C:8](=[N:14]/[O:15][CH2:16][C:17]2[CH:22]=[CH:21][C:20]([O:23][CH2:24][C:25]3[N:26]=[C:27]([C:31]4[CH:36]=[CH:35][CH:34]=[CH:33][CH:32]=4)[O:28][C:29]=3[CH3:30])=[CH:19][CH:18]=2)/[C:9]([O:11]CC)=[O:10])=[CH:4][CH:3]=1.[S:37]1[CH:41]=[CH:40][C:39](B(O)O)=[CH:38]1.C(=O)([O-])[O-].[K+].[K+].C1(C)C=CC=CC=1. Product: [CH3:30][C:29]1[O:28][C:27]([C:31]2[CH:36]=[CH:35][CH:34]=[CH:33][CH:32]=2)=[N:26][C:25]=1[CH2:24][O:23][C:20]1[CH:21]=[CH:22][C:17]([CH2:16][O:15]/[N:14]=[C:8](/[C:5]2[CH:6]=[CH:7][C:2]([C:39]3[CH:40]=[CH:41][S:37][CH:38]=3)=[CH:3][CH:4]=2)\[C:9]([OH:11])=[O:10])=[CH:18][CH:19]=1. The catalyst class is: 97. (5) Reactant: [Cl:1][C:2]1[CH:3]=[C:4]([C:9]2([C:29]([F:32])([F:31])[F:30])[O:13][N:12]=[C:11]([C:14]3[CH:27]=[CH:26][C:17]([C:18]([NH:20][C:21]([NH:23][CH2:24][CH3:25])=[O:22])=[O:19])=[C:16]([CH3:28])[CH:15]=3)[CH2:10]2)[CH:5]=[C:6]([Cl:8])[CH:7]=1.C[Si](C)(C)N[Si](C)(C)C.[Li].Cl[C:44]([O:46][CH3:47])=[O:45]. Product: [Cl:1][C:2]1[CH:3]=[C:4]([C:9]2([C:29]([F:30])([F:32])[F:31])[O:13][N:12]=[C:11]([C:14]3[CH:27]=[CH:26][C:17]([C:18]([NH:20][C:21]([N:23]([CH2:24][CH3:25])[C:44]([O:46][CH3:47])=[O:45])=[O:22])=[O:19])=[C:16]([CH3:28])[CH:15]=3)[CH2:10]2)[CH:5]=[C:6]([Cl:8])[CH:7]=1. The catalyst class is: 7. (6) Reactant: Cl.[NH2:2][C@@H:3]1[CH2:8][CH2:7][CH2:6][N:5]([C:9]2[N:10]=[C:11]([NH:18][C:19]3[CH:24]=[CH:23][C:22]([C:25]([N:27]4[CH2:32][CH2:31][O:30][CH2:29][CH2:28]4)=[O:26])=[CH:21][CH:20]=3)[C:12]([C:15]([NH2:17])=[O:16])=[N:13][CH:14]=2)[CH2:4]1.CCN(C(C)C)C(C)C.[C:42]([C:46]1[CH:54]=[CH:53][C:49]([C:50](Cl)=[O:51])=[CH:48][CH:47]=1)([CH3:45])([CH3:44])[CH3:43]. Product: [C:42]([C:46]1[CH:47]=[CH:48][C:49]([C:50]([NH:2][C@@H:3]2[CH2:8][CH2:7][CH2:6][N:5]([C:9]3[N:10]=[C:11]([NH:18][C:19]4[CH:20]=[CH:21][C:22]([C:25]([N:27]5[CH2:32][CH2:31][O:30][CH2:29][CH2:28]5)=[O:26])=[CH:23][CH:24]=4)[C:12]([C:15]([NH2:17])=[O:16])=[N:13][CH:14]=3)[CH2:4]2)=[O:51])=[CH:53][CH:54]=1)([CH3:45])([CH3:43])[CH3:44]. The catalyst class is: 296.